Dataset: NCI-60 drug combinations with 297,098 pairs across 59 cell lines. Task: Regression. Given two drug SMILES strings and cell line genomic features, predict the synergy score measuring deviation from expected non-interaction effect. (1) Drug 1: CCCS(=O)(=O)NC1=C(C(=C(C=C1)F)C(=O)C2=CNC3=C2C=C(C=N3)C4=CC=C(C=C4)Cl)F. Drug 2: CC(C1=C(C=CC(=C1Cl)F)Cl)OC2=C(N=CC(=C2)C3=CN(N=C3)C4CCNCC4)N. Cell line: NCI-H460. Synergy scores: CSS=0.654, Synergy_ZIP=-0.370, Synergy_Bliss=1.60, Synergy_Loewe=-6.42, Synergy_HSA=-0.159. (2) Drug 1: CN1CCC(CC1)COC2=C(C=C3C(=C2)N=CN=C3NC4=C(C=C(C=C4)Br)F)OC. Drug 2: CC1C(C(=O)NC(C(=O)N2CCCC2C(=O)N(CC(=O)N(C(C(=O)O1)C(C)C)C)C)C(C)C)NC(=O)C3=C4C(=C(C=C3)C)OC5=C(C(=O)C(=C(C5=N4)C(=O)NC6C(OC(=O)C(N(C(=O)CN(C(=O)C7CCCN7C(=O)C(NC6=O)C(C)C)C)C)C(C)C)C)N)C. Cell line: HCT116. Synergy scores: CSS=10.6, Synergy_ZIP=30.0, Synergy_Bliss=30.8, Synergy_Loewe=28.2, Synergy_HSA=28.7. (3) Drug 1: C1CN1P(=S)(N2CC2)N3CC3. Drug 2: C#CCC(CC1=CN=C2C(=N1)C(=NC(=N2)N)N)C3=CC=C(C=C3)C(=O)NC(CCC(=O)O)C(=O)O. Cell line: SNB-19. Synergy scores: CSS=53.6, Synergy_ZIP=0.577, Synergy_Bliss=-1.76, Synergy_Loewe=-9.92, Synergy_HSA=-1.65. (4) Drug 1: C1=CC(=C2C(=C1NCCNCCO)C(=O)C3=C(C=CC(=C3C2=O)O)O)NCCNCCO. Drug 2: C1=NC2=C(N1)C(=S)N=CN2. Cell line: RPMI-8226. Synergy scores: CSS=42.0, Synergy_ZIP=-6.17, Synergy_Bliss=-14.5, Synergy_Loewe=-15.4, Synergy_HSA=-11.4. (5) Drug 1: CS(=O)(=O)C1=CC(=C(C=C1)C(=O)NC2=CC(=C(C=C2)Cl)C3=CC=CC=N3)Cl. Drug 2: C1CN(P(=O)(OC1)NCCCl)CCCl. Cell line: PC-3. Synergy scores: CSS=4.39, Synergy_ZIP=-0.0422, Synergy_Bliss=4.34, Synergy_Loewe=2.68, Synergy_HSA=3.29. (6) Drug 1: CC1=CC=C(C=C1)C2=CC(=NN2C3=CC=C(C=C3)S(=O)(=O)N)C(F)(F)F. Drug 2: CC1=C2C(C(=O)C3(C(CC4C(C3C(C(C2(C)C)(CC1OC(=O)C(C(C5=CC=CC=C5)NC(=O)C6=CC=CC=C6)O)O)OC(=O)C7=CC=CC=C7)(CO4)OC(=O)C)O)C)OC(=O)C. Cell line: DU-145. Synergy scores: CSS=38.9, Synergy_ZIP=17.1, Synergy_Bliss=14.9, Synergy_Loewe=-18.8, Synergy_HSA=11.9.